From a dataset of CYP2C19 inhibition data for predicting drug metabolism from PubChem BioAssay. Regression/Classification. Given a drug SMILES string, predict its absorption, distribution, metabolism, or excretion properties. Task type varies by dataset: regression for continuous measurements (e.g., permeability, clearance, half-life) or binary classification for categorical outcomes (e.g., BBB penetration, CYP inhibition). Dataset: cyp2c19_veith. (1) The compound is c1cc(CN2CCC3(CCNCC3)CC2)ccn1. The result is 0 (non-inhibitor). (2) The compound is CC(=O)Nc1ccc(S(=O)(=O)NCC2CCC(C(=O)NCCC(C)C)CC2)cc1. The result is 1 (inhibitor). (3) The drug is COC(=O)c1cn(NC(=O)C2CCC(C(C)(C)C)CC2)c(=O)c2ccccc12. The result is 1 (inhibitor). (4) The molecule is C[C@@]12CCC(=O)C=C1CC[C@@H]1[C@@H]2[C@H](O)C[C@]2(C)[C@@H]1CC[C@]2(O)C(=O)COC(=O)CCC(=O)[O-].[Na+]. The result is 0 (non-inhibitor). (5) The molecule is O=C(Nc1ccccc1)N1CCCC2(CCN(C(=O)c3cnccn3)CC2)C1. The result is 0 (non-inhibitor). (6) The result is 0 (non-inhibitor). The drug is CCOC(=O)C(NC(C)=O)C(OC(C)=O)c1cccc(N(CCO)CCO)c1. (7) The compound is C=CCSc1nc(Oc2ccccc2)c2sccc2n1. The result is 1 (inhibitor). (8) The molecule is O=C(NCc1ccccc1Cl)c1ccc2c(=O)n(CCCN3CCCC3=O)c(=S)[nH]c2c1. The result is 1 (inhibitor). (9) The result is 1 (inhibitor). The compound is C=CCOC(=O)C1=C(C)NC(SCC(=O)OCC)=C(C#N)C1c1ccc(C)cc1.